This data is from Forward reaction prediction with 1.9M reactions from USPTO patents (1976-2016). The task is: Predict the product of the given reaction. (1) The product is: [N:1]1[CH2:5][CH2:4][CH2:3][C:2]=1[CH:6]=[C:7]([NH:18][CH3:17])[CH3:8]. Given the reactants [NH:1]1[CH2:5][CH2:4][CH2:3][C:2]1=[CH:6][C:7](=O)[CH3:8].COS(OC)(=O)=O.[CH3:17][NH2:18].C[O-].[Na+], predict the reaction product. (2) Given the reactants [C:1]1([C:7]2[CH:8]=[N:9][C:10]3[C:15]([C:16]=2[C:17]2[CH:18]=[C:19]([CH:31]=[CH:32][CH:33]=2)[O:20][C:21]2[CH:30]=[CH:29][C:24]([C:25]([O:27]C)=[O:26])=[CH:23][CH:22]=2)=[CH:14][CH:13]=[CH:12][C:11]=3[C:34]([F:37])([F:36])[F:35])[CH:6]=[CH:5][CH:4]=[CH:3][CH:2]=1.C1COCC1.[OH-].[Na+].Cl, predict the reaction product. The product is: [C:1]1([C:7]2[CH:8]=[N:9][C:10]3[C:15]([C:16]=2[C:17]2[CH:18]=[C:19]([CH:31]=[CH:32][CH:33]=2)[O:20][C:21]2[CH:30]=[CH:29][C:24]([C:25]([OH:27])=[O:26])=[CH:23][CH:22]=2)=[CH:14][CH:13]=[CH:12][C:11]=3[C:34]([F:37])([F:35])[F:36])[CH:2]=[CH:3][CH:4]=[CH:5][CH:6]=1. (3) The product is: [N:15]1[CH:16]=[CH:17][CH:18]=[CH:19][C:14]=1[CH2:13][NH:12][C:2]1[C:11]2[C:6](=[CH:7][CH:8]=[CH:9][CH:10]=2)[N:5]=[CH:4][CH:3]=1. Given the reactants Cl[C:2]1[C:11]2[C:6](=[CH:7][CH:8]=[CH:9][CH:10]=2)[N:5]=[CH:4][CH:3]=1.[NH2:12][CH2:13][C:14]1[CH:19]=[CH:18][CH:17]=[CH:16][N:15]=1.CCN(C(C)C)C(C)C, predict the reaction product. (4) Given the reactants [Cl:1][C:2]1[C:10]2[N:9]=[C:8]([CH2:11][CH3:12])[NH:7][C:6]=2[CH:5]=[CH:4][C:3]=1[C:13]#[N:14].C([O-])([O-])=O.[Cs+].[Cs+].Cl[CH2:22][C:23]1[N:27]=[C:26]([C:28]2[CH:33]=[CH:32][CH:31]=[C:30]([C:34]([F:37])([F:36])[F:35])[CH:29]=2)[O:25][N:24]=1, predict the reaction product. The product is: [Cl:1][C:2]1[C:10]2[N:9]=[C:8]([CH2:11][CH3:12])[N:7]([CH2:22][C:23]3[N:27]=[C:26]([C:28]4[CH:33]=[CH:32][CH:31]=[C:30]([C:34]([F:37])([F:35])[F:36])[CH:29]=4)[O:25][N:24]=3)[C:6]=2[CH:5]=[CH:4][C:3]=1[C:13]#[N:14]. (5) Given the reactants [C:1]([O:5][C@@H:6]([C:12]1[C:36]([CH3:37])=[CH:35][C:15]2[N:16]=[C:17]([C:19]3[CH:24]=[CH:23][N:22]=[C:21]([C:25]4[CH:33]=[C:32]5[C:28]([C:29]([F:34])=[N:30][NH:31]5)=[CH:27][CH:26]=4)[CH:20]=3)[S:18][C:14]=2[C:13]=1[C:38]1[CH:43]=[CH:42][C:41]([Cl:44])=[CH:40][CH:39]=1)[C:7]([O:9][CH2:10][CH3:11])=[O:8])([CH3:4])([CH3:3])[CH3:2].[C:45](=O)([O-])[O-].[Cs+].[Cs+].IC, predict the reaction product. The product is: [C:1]([O:5][C@@H:6]([C:12]1[C:36]([CH3:37])=[CH:35][C:15]2[N:16]=[C:17]([C:19]3[CH:24]=[CH:23][N:22]=[C:21]([C:25]4[CH:33]=[C:32]5[C:28]([C:29]([F:34])=[N:30][N:31]5[CH3:45])=[CH:27][CH:26]=4)[CH:20]=3)[S:18][C:14]=2[C:13]=1[C:38]1[CH:39]=[CH:40][C:41]([Cl:44])=[CH:42][CH:43]=1)[C:7]([O:9][CH2:10][CH3:11])=[O:8])([CH3:2])([CH3:3])[CH3:4]. (6) Given the reactants [Cl:1][C:2]1[C:7]2[CH:8]=[C:9]([C:11]3[O:15][N:14]=[C:13]([CH2:16][O:17]C4CCNCC4)[N:12]=3)[O:10][C:6]=2[CH:5]=[CH:4][N:3]=1.Br[C:25]1[N:30]=[CH:29][CH:28]=[CH:27][N:26]=1.[CH2:31]1[CH2:41][CH2:40][N:39]2C(=NC[CH2:37][CH2:38]2)CC1, predict the reaction product. The product is: [Cl:1][C:2]1[C:7]2[CH:8]=[C:9]([C:11]3[O:15][N:14]=[C:13]([CH:16]([O:17][N:39]4[CH2:38][CH2:37][CH2:31][CH2:41][CH2:40]4)[C:25]4[N:30]=[CH:29][CH:28]=[CH:27][N:26]=4)[N:12]=3)[O:10][C:6]=2[CH:5]=[CH:4][N:3]=1.